From a dataset of Catalyst prediction with 721,799 reactions and 888 catalyst types from USPTO. Predict which catalyst facilitates the given reaction. (1) Reactant: Cl.Cl.[CH2:3]([N:5]1[CH2:10][CH2:9][CH2:8][CH:7]([CH2:11][C:12]2([OH:18])[CH2:17][CH2:16][NH:15][CH2:14][CH2:13]2)[CH2:6]1)[CH3:4].C(N(C(C)C)CC)(C)C.CN(C)C=O.[Cl:33][C:34]1[CH:35]=[C:36]([N:41]=[C:42]=[O:43])[CH:37]=[CH:38][C:39]=1[Cl:40]. Product: [Cl:33][C:34]1[CH:35]=[C:36]([NH:41][C:42]([N:15]2[CH2:14][CH2:13][C:12]([CH2:11][CH:7]3[CH2:8][CH2:9][CH2:10][N:5]([CH2:3][CH3:4])[CH2:6]3)([OH:18])[CH2:17][CH2:16]2)=[O:43])[CH:37]=[CH:38][C:39]=1[Cl:40]. The catalyst class is: 4. (2) Reactant: C([Li])CCC.Br[C:7]1[CH:12]=[CH:11][C:10]([Br:13])=[CH:9][CH:8]=1.CON(C)[C:17](=[O:25])[C:18]1[CH:23]=[CH:22][C:21]([CH3:24])=[CH:20][CH:19]=1. Product: [Br:13][C:10]1[CH:11]=[CH:12][C:7]([C:17]([C:18]2[CH:23]=[CH:22][C:21]([CH3:24])=[CH:20][CH:19]=2)=[O:25])=[CH:8][CH:9]=1. The catalyst class is: 1. (3) Reactant: [C:1]1([C:7]2[O:11][N:10]=[C:9]([NH2:12])[CH:8]=2)[CH:6]=[CH:5][CH:4]=[CH:3][CH:2]=1.[C:13](=[O:16])([O-])[O-:14].[K+].[K+]. Product: [C:1]1([C:7]2[O:11][N:10]=[C:9]([NH:12][C:13](=[O:16])[O:14][C:1]3[CH:6]=[CH:5][CH:4]=[CH:3][CH:2]=3)[CH:8]=2)[CH:2]=[CH:3][CH:4]=[CH:5][CH:6]=1. The catalyst class is: 7.